From a dataset of Reaction yield outcomes from USPTO patents with 853,638 reactions. Predict the reaction yield, written as a fraction of the theoretical maximum amount of product (1.0 means a 100% yield; for example, 0.34 means a 34% yield). (1) The reactants are [N-:1]=[N+:2]=[N-:3].[Na+].OS(O)(=O)=O.[CH3:10][CH:11]1[CH2:16][C:15]([CH3:18])([CH3:17])[CH2:14][CH2:13][CH:12]1O.[NH4+].[OH-]. The catalyst is C(Cl)Cl. The product is [N:1]([CH:13]1[CH2:14][C:15]([CH3:18])([CH3:17])[CH2:16][C:11]([CH3:10])=[CH:12]1)=[N+:2]=[N-:3]. The yield is 0.440. (2) The reactants are [CH:1]([N:14]1[C:22]2[C:17](=[CH:18][C:19]([Cl:23])=[CH:20][CH:21]=2)[C:16]([CH2:24][CH2:25][S:26]([C:29]2C=CC(C3C=C(C=CC=3)C(OC)=O)=[CH:31][CH:30]=2)(=[O:28])=[O:27])=[C:15]1[CH2:45][CH2:46][NH:47][S:48]([CH2:51][C:52]1[CH:57]=[CH:56][CH:55]=[CH:54][C:53]=1[Cl:58])(=[O:50])=[O:49])([C:8]1[CH:13]=[CH:12][CH:11]=[CH:10][CH:9]=1)[C:2]1[CH:7]=[CH:6][CH:5]=[CH:4][CH:3]=1.[CH2:59]1[CH2:63][O:62][CH2:61][CH2:60]1.[OH-:64].[Na+]. The catalyst is CO. The product is [CH:1]([N:14]1[C:22]2[C:17](=[CH:18][C:19]([Cl:23])=[CH:20][CH:21]=2)[C:16]([CH2:24][CH2:25][S:26]([C:29]2[CH:30]=[CH:31][C:60]([C:61]([OH:64])=[O:62])=[CH:59][CH:63]=2)(=[O:28])=[O:27])=[C:15]1[CH2:45][CH2:46][NH:47][S:48]([CH2:51][C:52]1[CH:57]=[CH:56][CH:55]=[CH:54][C:53]=1[Cl:58])(=[O:50])=[O:49])([C:8]1[CH:9]=[CH:10][CH:11]=[CH:12][CH:13]=1)[C:2]1[CH:7]=[CH:6][CH:5]=[CH:4][CH:3]=1. The yield is 0.800. (3) The yield is 0.180. The catalyst is CN(C)C=O.C(OCC)(=O)C. The reactants are [C:1]([NH:5][C:6]1[C:15]2[CH:14]=[CH:13][CH:12]=[C:11]([C:16]([OH:18])=O)[C:10]=2[CH:9]=[CH:8][N:7]=1)([CH3:4])([CH3:3])[CH3:2].CN(C(ON1N=NC2C=CC=NC1=2)=[N+](C)C)C.F[P-](F)(F)(F)(F)F.CCN(C(C)C)C(C)C.[NH2:52][C:53]1[CH:54]=[C:55]([NH:60][C:61](=[O:72])[C:62]2[CH:67]=[CH:66][CH:65]=[C:64]([C:68]([F:71])([F:70])[F:69])[CH:63]=2)[CH:56]=[CH:57][C:58]=1[CH3:59]. The product is [C:1]([NH:5][C:6]1[C:15]2[CH:14]=[CH:13][CH:12]=[C:11]([C:16]([NH:52][C:53]3[CH:54]=[C:55]([NH:60][C:61](=[O:72])[C:62]4[CH:67]=[CH:66][CH:65]=[C:64]([C:68]([F:69])([F:70])[F:71])[CH:63]=4)[CH:56]=[CH:57][C:58]=3[CH3:59])=[O:18])[C:10]=2[CH:9]=[CH:8][N:7]=1)([CH3:2])([CH3:3])[CH3:4]. (4) The reactants are S(=O)(=O)(O)O.[Br:6][C:7]1[CH:12]=[C:11]([F:13])[CH:10]=[CH:9][C:8]=1[C:14](O)([CH3:16])[CH3:15].C[Si]([C:22]#[N:23])(C)C.[OH-:24].[NH4+]. No catalyst specified. The product is [Br:6][C:7]1[CH:12]=[C:11]([F:13])[CH:10]=[CH:9][C:8]=1[C:14]([NH:23][CH:22]=[O:24])([CH3:16])[CH3:15]. The yield is 0.750.